Task: Predict the reaction yield, written as a fraction of the theoretical maximum amount of product (1.0 means a 100% yield; for example, 0.34 means a 34% yield).. Dataset: Reaction yield outcomes from USPTO patents with 853,638 reactions (1) The reactants are [CH3:1][CH:2]1[CH2:4][CH:3]1[C:5](=O)[CH2:6][C:7]#[N:8].O.[NH2:11][NH2:12]. The catalyst is C(O)C. The product is [CH3:1][C@@H:2]1[CH2:4][C@H:3]1[C:5]1[NH:12][N:11]=[C:7]([NH2:8])[CH:6]=1. The yield is 0.790. (2) The reactants are [Br:1][C:2]1[CH:3]=[C:4]2[C:8](=[CH:9][CH:10]=1)[NH:7][C:6]1[CH:11]=[N:12][C:13]([CH:15]=O)=[CH:14][C:5]2=1.O.NN.[OH-].[K+]. The catalyst is C(O)CO. The product is [Br:1][C:2]1[CH:3]=[C:4]2[C:8](=[CH:9][CH:10]=1)[NH:7][C:6]1[CH:11]=[N:12][C:13]([CH3:15])=[CH:14][C:5]2=1. The yield is 0.730. (3) The catalyst is N1C=CC=CC=1. The product is [CH3:13][NH:12][C:10]([C:3]1[C:4]([CH3:9])=[N:5][C:6]([CH3:8])=[CH:7][C:2]=1[N:14]1[CH2:19][CH2:18][NH:17][CH2:16][CH2:15]1)=[O:11]. The yield is 0.750. The reactants are Cl[C:2]1[CH:7]=[C:6]([CH3:8])[N:5]=[C:4]([CH3:9])[C:3]=1[C:10]([NH:12][CH3:13])=[O:11].[NH:14]1[CH2:19][CH2:18][NH:17][CH2:16][CH2:15]1. (4) The reactants are [CH:1]1(/[CH:7]=[CH:8]/[CH2:9]O)[CH2:6][CH2:5][CH2:4][CH2:3][CH2:2]1.N1C=CC=CC=1.P(Br)(Br)[Br:18]. The catalyst is C(OCC)C. The product is [Br:18][CH2:9]/[CH:8]=[CH:7]/[CH:1]1[CH2:6][CH2:5][CH2:4][CH2:3][CH2:2]1. The yield is 0.610.